From a dataset of Catalyst prediction with 721,799 reactions and 888 catalyst types from USPTO. Predict which catalyst facilitates the given reaction. (1) Reactant: C([O:3][C:4](=O)[CH2:5][CH:6]1[CH2:35][CH2:34][C:9]2[C:10]3[C:15]([NH:16][C:17]4[CH:18]=[C:19]5[C:23](=[CH:24][CH:25]=4)[N:22]([CH2:26][C:27]4[CH:32]=[CH:31][CH:30]=[CH:29][CH:28]=4)[N:21]=[CH:20]5)=[N:14][CH:13]=[N:12][C:11]=3[S:33][C:8]=2[CH2:7]1)C.[H-].C([Al+]CC(C)C)C(C)C. Product: [CH2:26]([N:22]1[C:23]2[C:19](=[CH:18][C:17]([NH:16][C:15]3[C:10]4[C:9]5[CH2:34][CH2:35][CH:6]([CH2:5][CH2:4][OH:3])[CH2:7][C:8]=5[S:33][C:11]=4[N:12]=[CH:13][N:14]=3)=[CH:25][CH:24]=2)[CH:20]=[N:21]1)[C:27]1[CH:32]=[CH:31][CH:30]=[CH:29][CH:28]=1. The catalyst class is: 1. (2) Reactant: [C:1]1([CH:7]([CH2:9][CH2:10][CH2:11][CH2:12][CH2:13][CH2:14][CH2:15][CH2:16][CH3:17])[CH3:8])[CH:6]=[CH:5][CH:4]=[CH:3][CH:2]=1.S(=O)(=O)(O)O.CO[CH2:25][Br:26]. Product: [Br:26][CH2:25][C:2]1[CH:3]=[CH:4][CH:5]=[CH:6][C:1]=1[CH:7]([CH2:9][CH2:10][CH2:11][CH2:12][CH2:13][CH2:14][CH2:15][CH2:16][CH3:17])[CH3:8]. The catalyst class is: 6. (3) Reactant: F[P-](F)(F)(F)(F)F.[F:8][C:9]1[CH:14]=[CH:13][C:12]([CH2:15][C:16]2[CH:25]=[C:24]3[C:19]([C:20]([OH:38])=[C:21]([C:31]([NH:33][CH2:34][CH2:35][O:36][CH3:37])=[O:32])[C:22](=[O:30])[N:23]3[CH2:26][C:27]([OH:29])=O)=[N:18][CH:17]=2)=[CH:11][CH:10]=1.C(N(CC)CC)C.[CH:46]1([NH2:50])[CH2:49][CH2:48][CH2:47]1. Product: [CH:46]1([NH:50][C:27](=[O:29])[CH2:26][N:23]2[C:24]3[C:19](=[N:18][CH:17]=[C:16]([CH2:15][C:12]4[CH:13]=[CH:14][C:9]([F:8])=[CH:10][CH:11]=4)[CH:25]=3)[C:20]([OH:38])=[C:21]([C:31]([NH:33][CH2:34][CH2:35][O:36][CH3:37])=[O:32])[C:22]2=[O:30])[CH2:49][CH2:48][CH2:47]1. The catalyst class is: 3. (4) Reactant: [Br:1][C:2]1[N:7]2[N:8]=[C:9]([CH3:12])[C:10]([NH2:11])=[C:6]2[CH:5]=[CH:4][CH:3]=1.C(N(CC)CC)C.[C:20](O[C:20]([O:22][C:23]([CH3:26])([CH3:25])[CH3:24])=[O:21])([O:22][C:23]([CH3:26])([CH3:25])[CH3:24])=[O:21].O. Product: [Br:1][C:2]1[N:7]2[N:8]=[C:9]([CH3:12])[C:10]([NH:11][C:20](=[O:21])[O:22][C:23]([CH3:26])([CH3:25])[CH3:24])=[C:6]2[CH:5]=[CH:4][CH:3]=1. The catalyst class is: 96. (5) Reactant: [Br:1][C:2]1[CH:7]=[CH:6][CH:5]=[C:4]([CH2:8][NH:9][CH2:10][CH2:11][OH:12])[C:3]=1[OH:13].O1CCCC1.C(N(CC)CC)C.[C:26](O[C:26]([O:28][C:29]([CH3:32])([CH3:31])[CH3:30])=[O:27])([O:28][C:29]([CH3:32])([CH3:31])[CH3:30])=[O:27]. Product: [Br:1][C:2]1[C:3]([OH:13])=[C:4]([CH2:8][N:9]([CH2:10][CH2:11][OH:12])[C:26](=[O:27])[O:28][C:29]([CH3:32])([CH3:31])[CH3:30])[CH:5]=[CH:6][CH:7]=1. The catalyst class is: 5. (6) Product: [O:16]([CH2:15][C:12]1[CH:13]=[CH:14][C:9]([CH:8]=[CH:7][C:6]([NH:5][C@H:4]([C:3]([OH:31])=[O:2])[CH2:24][C:25]2[CH:26]=[CH:27][CH:28]=[CH:29][CH:30]=2)=[O:23])=[CH:10][CH:11]=1)[C:17]1[CH:18]=[CH:19][CH:20]=[CH:21][CH:22]=1. The catalyst class is: 5. Reactant: C[O:2][C:3](=[O:31])[C@H:4]([CH2:24][C:25]1[CH:30]=[CH:29][CH:28]=[CH:27][CH:26]=1)[NH:5][C:6](=[O:23])[CH:7]=[CH:8][C:9]1[CH:14]=[CH:13][C:12]([CH2:15][O:16][C:17]2[CH:22]=[CH:21][CH:20]=[CH:19][CH:18]=2)=[CH:11][CH:10]=1.O.[OH-].[Li+].